Dataset: HIV replication inhibition screening data with 41,000+ compounds from the AIDS Antiviral Screen. Task: Binary Classification. Given a drug SMILES string, predict its activity (active/inactive) in a high-throughput screening assay against a specified biological target. The molecule is COc1c(OC)c(O)c2c(=O)c(OC)c(-c3ccc4c(c3)OCO4)oc2c1O. The result is 0 (inactive).